Dataset: Catalyst prediction with 721,799 reactions and 888 catalyst types from USPTO. Task: Predict which catalyst facilitates the given reaction. (1) Reactant: I[C:2]1[C:10]2[C:5](=[N:6][CH:7]=[N:8][C:9]=2[NH2:11])[N:4]([CH:12]([C:14]2[CH:15]=[C:16]3[N:21]([C:22]=2[C:23]2[CH:28]=[CH:27][CH:26]=[CH:25][N:24]=2)[CH:20]=[CH:19][CH:18]=[CH:17]3)[CH3:13])[N:3]=1.[OH:29][CH2:30][C:31]1[CH:32]=[C:33](B(O)O)[CH:34]=[CH:35][CH:36]=1.CCO.C([O-])([O-])=O.[Na+].[Na+]. Product: [NH2:11][C:9]1[N:8]=[CH:7][N:6]=[C:5]2[N:4]([CH:12]([C:14]3[CH:15]=[C:16]4[N:21]([C:22]=3[C:23]3[CH:28]=[CH:27][CH:26]=[CH:25][N:24]=3)[CH:20]=[CH:19][CH:18]=[CH:17]4)[CH3:13])[N:3]=[C:2]([C:35]3[CH:36]=[C:31]([CH2:30][OH:29])[CH:32]=[CH:33][CH:34]=3)[C:10]=12. The catalyst class is: 104. (2) Reactant: [Br-].[CH2:2]([Zn+])[C:3]1[CH:8]=[CH:7][CH:6]=[CH:5][CH:4]=1.[NH2:10][C:11]1[CH:18]=[CH:17][C:16](I)=[CH:15][C:12]=1[C:13]#[N:14]. Product: [NH2:10][C:11]1[CH:18]=[CH:17][C:16]([CH2:2][C:3]2[CH:8]=[CH:7][CH:6]=[CH:5][CH:4]=2)=[CH:15][C:12]=1[C:13]#[N:14]. The catalyst class is: 1. (3) Reactant: [CH3:1][C:2]1[O:3][CH:4]=[CH:5][C:6]=1[CH3:7].C([Li])CCC.[C:13]([C:15]1[N:20]=[CH:19][CH:18]=[CH:17][N:16]=1)#N.Cl.C([O:24]CC)C. Product: [CH3:7][C:6]1[CH:5]=[C:4]([C:13]([C:15]2[N:20]=[CH:19][CH:18]=[CH:17][N:16]=2)=[O:24])[O:3][C:2]=1[CH3:1]. The catalyst class is: 81. (4) Reactant: Br[C:2]1[CH:3]=[CH:4][C:5]([NH:9][CH2:10][C:11]2[CH:16]=[CH:15][C:14]([C:17]([F:20])([F:19])[F:18])=[CH:13][CH:12]=2)=[N:6][C:7]=1[CH3:8].C[Li].C([Li])(C)(C)C.N1([CH:34]=[O:35])CCCCC1. Product: [CH3:8][C:7]1[C:2]([CH:34]=[O:35])=[CH:3][CH:4]=[C:5]([NH:9][CH2:10][C:11]2[CH:16]=[CH:15][C:14]([C:17]([F:20])([F:19])[F:18])=[CH:13][CH:12]=2)[N:6]=1. The catalyst class is: 7. (5) Reactant: [C:1]1([C:7]2[CH:12]=[CH:11][C:10]([C:13]3(O)[CH2:17][CH2:16][CH2:15][CH2:14]3)=[CH:9][CH:8]=2)[CH:6]=[CH:5][CH:4]=[CH:3][CH:2]=1.C1(C)C=CC(S(O)(=O)=O)=CC=1. Product: [C:13]1([C:10]2[CH:11]=[CH:12][C:7]([C:1]3[CH:2]=[CH:3][CH:4]=[CH:5][CH:6]=3)=[CH:8][CH:9]=2)[CH2:17][CH2:16][CH2:15][CH:14]=1. The catalyst class is: 11.